This data is from Forward reaction prediction with 1.9M reactions from USPTO patents (1976-2016). The task is: Predict the product of the given reaction. (1) Given the reactants [CH3:1][C@@H:2]1[CH2:7][C@H:6]([CH3:8])[CH2:5][C:4]([C:12]([O-:14])=[O:13])([C:9]([O-:11])=O)[CH2:3]1.[H-].[CH2:16]([Al+]CC(C)C)C(C)C, predict the reaction product. The product is: [CH3:16][O:14][C:12]([C:4]1([CH:9]=[O:11])[CH2:5][C@H:6]([CH3:8])[CH2:7][C@H:2]([CH3:1])[CH2:3]1)=[O:13]. (2) Given the reactants [CH:1]1([C:4]([N:6]2[CH2:10][CH2:9][C@@H:8]([CH2:11][C:12]([NH:14][NH2:15])=[O:13])[CH2:7]2)=[O:5])[CH2:3][CH2:2]1.[Br:16][C:17]1[CH:22]=[CH:21][C:20]([N:23]=[C:24]=[O:25])=[C:19]([CH3:26])[CH:18]=1, predict the reaction product. The product is: [Br:16][C:17]1[CH:22]=[CH:21][C:20]([NH:23][C:24]([NH:15][NH:14][C:12](=[O:13])[CH2:11][C@@H:8]2[CH2:9][CH2:10][N:6]([C:4]([CH:1]3[CH2:3][CH2:2]3)=[O:5])[CH2:7]2)=[O:25])=[C:19]([CH3:26])[CH:18]=1. (3) Given the reactants [CH2:1]([O:8][CH2:9][CH2:10][CH2:11][O:12][C:13]1[CH:18]=[CH:17][C:16]([CH:19]2[CH:24]([O:25][CH2:26][C:27]3[CH:36]=[CH:35][C:34]4[C:29](=[CH:30][CH:31]=[CH:32][CH:33]=4)[CH:28]=3)[CH2:23][N:22]([C:37]([O:39][C:40]([CH3:43])([CH3:42])[CH3:41])=[O:38])[CH2:21][CH:20]2[CH2:44]O)=[CH:15][CH:14]=1)[C:2]1[CH:7]=[CH:6][CH:5]=[CH:4][CH:3]=1.[C:46]1([S:52][S:52][C:46]2[CH:51]=[CH:50][CH:49]=[CH:48][CH:47]=2)[CH:51]=[CH:50][CH:49]=[CH:48][CH:47]=1.C(P(CCCC)CCCC)CCC, predict the reaction product. The product is: [CH2:1]([O:8][CH2:9][CH2:10][CH2:11][O:12][C:13]1[CH:14]=[CH:15][C:16]([CH:19]2[CH:20]([CH2:44][S:52][C:46]3[CH:51]=[CH:50][CH:49]=[CH:48][CH:47]=3)[CH2:21][N:22]([C:37]([O:39][C:40]([CH3:42])([CH3:43])[CH3:41])=[O:38])[CH2:23][CH:24]2[O:25][CH2:26][C:27]2[CH:36]=[CH:35][C:34]3[C:29](=[CH:30][CH:31]=[CH:32][CH:33]=3)[CH:28]=2)=[CH:17][CH:18]=1)[C:2]1[CH:7]=[CH:6][CH:5]=[CH:4][CH:3]=1. (4) Given the reactants Cl.[NH2:2][C@@H:3]([CH2:8][CH2:9][CH2:10][NH:11][C:12]([O:14][C:15]([CH3:18])([CH3:17])[CH3:16])=[O:13])[C:4]([O:6][CH3:7])=[O:5].[F:19][C:20]1[CH:21]=[C:22]([CH:26]([C:35]2[CH:40]=[CH:39][CH:38]=[C:37]([F:41])[CH:36]=2)[C:27]2[S:31][C:30]([C:32](O)=[O:33])=[CH:29][CH:28]=2)[CH:23]=[CH:24][CH:25]=1.C(N(C(C)C)CC)(C)C.CN(C(ON1N=NC2C=CC=CC1=2)=[N+](C)C)C.F[P-](F)(F)(F)(F)F, predict the reaction product. The product is: [F:19][C:20]1[CH:21]=[C:22]([CH:26]([C:35]2[CH:40]=[CH:39][CH:38]=[C:37]([F:41])[CH:36]=2)[C:27]2[S:31][C:30]([C:32]([NH:2][C@@H:3]([CH2:8][CH2:9][CH2:10][NH:11][C:12]([O:14][C:15]([CH3:18])([CH3:17])[CH3:16])=[O:13])[C:4]([O:6][CH3:7])=[O:5])=[O:33])=[CH:29][CH:28]=2)[CH:23]=[CH:24][CH:25]=1.